This data is from Forward reaction prediction with 1.9M reactions from USPTO patents (1976-2016). The task is: Predict the product of the given reaction. (1) Given the reactants [OH:1][N:2]=[C:3](Cl)[C:4]1[C:8]([NH:9][CH2:10][CH2:11][O:12][CH3:13])=[N:7][O:6][N:5]=1.FC(F)(F)C(O)=O.[Cl:22][C:23]1[CH:24]=[C:25]([CH2:28][NH2:29])[O:26][CH:27]=1, predict the reaction product. The product is: [Cl:22][C:23]1[CH:24]=[C:25]([CH2:28][NH:29][C:3]([C:4]2[C:8]([NH:9][CH2:10][CH2:11][O:12][CH3:13])=[N:7][O:6][N:5]=2)=[N:2][OH:1])[O:26][CH:27]=1. (2) Given the reactants [F:1][C:2]([F:38])([F:37])[C@@H:3]([NH:20][C@H:21]([C:26]([NH:28][C@H:29]([C:34]([OH:36])=O)[CH2:30][CH2:31][S:32][CH3:33])=[O:27])[CH2:22][CH:23]([CH3:25])[CH3:24])[C:4]1[CH:9]=[CH:8][C:7]([C:10]2[CH:15]=[CH:14][C:13]([S:16]([CH3:19])(=[O:18])=[O:17])=[CH:12][CH:11]=2)=[CH:6][CH:5]=1.Cl.CN.F[P-](F)(F)(F)(F)F.[N:49]1(OC(N(C)C)=[N+](C)C)[C:53]2N=CC=CC=2N=N1.C(N(CC)CC)C, predict the reaction product. The product is: [F:37][C:2]([F:38])([F:1])[C@@H:3]([NH:20][C@H:21]([C:26]([NH:28][C@H:29]([C:34]([NH:49][CH3:53])=[O:36])[CH2:30][CH2:31][S:32][CH3:33])=[O:27])[CH2:22][CH:23]([CH3:24])[CH3:25])[C:4]1[CH:9]=[CH:8][C:7]([C:10]2[CH:15]=[CH:14][C:13]([S:16]([CH3:19])(=[O:17])=[O:18])=[CH:12][CH:11]=2)=[CH:6][CH:5]=1. (3) Given the reactants [CH3:1][O:2][C:3]1[CH:21]=[CH:20][C:6]([CH2:7][N:8]2[N:17]=[C:16]3[C:10]([C:11](=[O:19])[CH2:12][CH2:13][CH:14]4[O:18][CH:15]43)=[CH:9]2)=[CH:5][CH:4]=1, predict the reaction product. The product is: [OH:18][CH:14]1[CH2:13][CH2:12][C:11](=[O:19])[C:10]2=[CH:9][N:8]([CH2:7][C:6]3[CH:5]=[CH:4][C:3]([O:2][CH3:1])=[CH:21][CH:20]=3)[N:17]=[C:16]2[CH2:15]1. (4) Given the reactants [CH3:1][C:2]1([CH3:35])[C:11]2[CH:10]=[C:9]([C:12]([C:14]3[CH:15]=[C:16]4[C:21](=[CH:22][CH:23]=3)[CH:20]=[C:19]([C:24]([O:26]C)=[O:25])[CH:18]=[CH:17]4)=[O:13])[CH:8]=[CH:7][C:6]=2[C:5]([C:28]2[CH:33]=[CH:32][C:31]([CH3:34])=[CH:30][CH:29]=2)=[CH:4][CH2:3]1.O.O.[OH-].[Li+].Cl, predict the reaction product. The product is: [CH3:1][C:2]1([CH3:35])[C:11]2[CH:10]=[C:9]([CH:12]([OH:13])[C:14]3[CH:15]=[C:16]4[C:21](=[CH:22][CH:23]=3)[CH:20]=[C:19]([C:24]([OH:26])=[O:25])[CH:18]=[CH:17]4)[CH:8]=[CH:7][C:6]=2[C:5]([C:28]2[CH:29]=[CH:30][C:31]([CH3:34])=[CH:32][CH:33]=2)=[CH:4][CH2:3]1. (5) The product is: [OH:34][CH2:33][C:31]1[O:30][N:29]=[C:28]([C:24]2[CH:23]=[C:22]([CH:27]=[CH:26][CH:25]=2)[C:20]([NH:19][CH2:18][C:12]2([C:9]3[S:10][CH:11]=[C:7]([C:1]4[CH:6]=[CH:5][CH:4]=[CH:3][CH:2]=4)[N:8]=3)[CH2:13][CH2:14][O:15][CH2:16][CH2:17]2)=[O:21])[N:32]=1. Given the reactants [C:1]1([C:7]2[N:8]=[C:9]([C:12]3([CH2:18][NH:19][C:20]([C:22]4[CH:23]=[C:24]([C:28]5[N:32]=[C:31]([C:33](OCC)=[O:34])[O:30][N:29]=5)[CH:25]=[CH:26][CH:27]=4)=[O:21])[CH2:17][CH2:16][O:15][CH2:14][CH2:13]3)[S:10][CH:11]=2)[CH:6]=[CH:5][CH:4]=[CH:3][CH:2]=1.[BH4-].[Li+], predict the reaction product. (6) Given the reactants [Cl:1][C:2]1[N:3]=[CH:4][CH:5]=[C:6]2[C:10]([CH3:11])=[C:9]([CH3:12])[N:8]([CH2:13][CH:14]3[CH2:16][CH2:15]3)[C:7]=12.[CH3:17][C:18]1[CH:25]=[CH:24][C:21]([CH2:22][NH2:23])=[CH:20][CH:19]=1, predict the reaction product. The product is: [ClH:1].[CH:14]1([CH2:13][N:8]2[C:7]3=[C:2]([NH:23][CH2:22][C:21]4[CH:24]=[CH:25][C:18]([CH3:17])=[CH:19][CH:20]=4)[N:3]=[CH:4][CH:5]=[C:6]3[C:10]([CH3:11])=[C:9]2[CH3:12])[CH2:16][CH2:15]1. (7) Given the reactants [S:1]1[C:5]([C:6]2[C:7]([O:28][CH3:29])=[CH:8][C:9]([O:26][CH3:27])=[C:10](/[CH:12]=[CH:13]/[C:14]([C:16]3[CH:21]=[CH:20][C:19]([S:22]([NH2:25])(=[O:24])=[O:23])=[CH:18][CH:17]=3)=[O:15])[CH:11]=2)=[CH:4][C:3]2[CH:30]=[CH:31][CH:32]=[CH:33][C:2]1=2.C[Si]([N-][Si](C)(C)C)(C)C.[Li+].[C:44](O[C:44](=[O:48])[CH:45]([CH3:47])[CH3:46])(=[O:48])[CH:45]([CH3:47])[CH3:46], predict the reaction product. The product is: [S:1]1[C:5]([C:6]2[C:7]([O:28][CH3:29])=[CH:8][C:9]([O:26][CH3:27])=[C:10](/[CH:12]=[CH:13]/[C:14]([C:16]3[CH:21]=[CH:20][C:19]([S:22]([NH:25][C:44](=[O:48])[CH:45]([CH3:47])[CH3:46])(=[O:24])=[O:23])=[CH:18][CH:17]=3)=[O:15])[CH:11]=2)=[CH:4][C:3]2[CH:30]=[CH:31][CH:32]=[CH:33][C:2]1=2.